From a dataset of Catalyst prediction with 721,799 reactions and 888 catalyst types from USPTO. Predict which catalyst facilitates the given reaction. Reactant: C([O:4][C@@H:5]1[C@H:14]([O:15]CC2C=CC=CC=2)[C@@H:13]([O:23]CC2C=CC=CC=2)[C@H:12]([CH3:31])[O:11][C@H:6]1[O:7]CC=C)(=[O:3])C.C([O-])(O)=O.[Na+]. Product: [CH3:31][C@@H:12]1[O:11][CH:6]([OH:7])[C@H:5]([OH:4])[C@H:14]([OH:15])[C@H:13]1[OH:23].[OH2:3]. The catalyst class is: 25.